From a dataset of Forward reaction prediction with 1.9M reactions from USPTO patents (1976-2016). Predict the product of the given reaction. (1) Given the reactants [CH3:1][C:2]1[CH:7]=[CH:6][C:5]([S:8]([CH2:11][CH:12]([CH2:15][CH2:16][CH2:17][CH3:18])[CH:13]=[O:14])(=[O:10])=[O:9])=[CH:4][CH:3]=1.O[CH:20]([CH:22]=[CH2:23])[CH3:21].C1(C)C=CC(S(O)(=O)=O)=CC=1, predict the reaction product. The product is: [CH2:15]([C:12]([CH2:11][S:8]([C:5]1[CH:4]=[CH:3][C:2]([CH3:1])=[CH:7][CH:6]=1)(=[O:10])=[O:9])([CH2:21]/[CH:20]=[CH:22]/[CH3:23])[CH:13]=[O:14])[CH2:16][CH2:17][CH3:18]. (2) Given the reactants [S:1]1[CH:5]=[CH:4][CH:3]=[C:2]1[S:6]([N:9]1[CH2:14][CH2:13][N:12]([C:15]2[CH:20]=[CH:19][C:18]([C:21]([OH:27])([CH3:26])[C:22]([F:25])([F:24])[F:23])=[CH:17][CH:16]=2)[C@@H:11]([CH2:28][NH:29][S:30]([CH:33]([CH3:35])[CH3:34])(=[O:32])=[O:31])[CH2:10]1)(=[O:8])=[O:7].[CH3:36]C(S(Cl)(=O)=O)CC, predict the reaction product. The product is: [S:1]1[CH:5]=[CH:4][CH:3]=[C:2]1[S:6]([N:9]1[CH2:14][CH2:13][N:12]([C:15]2[CH:20]=[CH:19][C:18]([C:21]([OH:27])([CH3:26])[C:22]([F:25])([F:24])[F:23])=[CH:17][CH:16]=2)[C@@H:11]([CH2:28][NH:29][S:30]([CH:33]([CH2:35][CH3:36])[CH3:34])(=[O:31])=[O:32])[CH2:10]1)(=[O:7])=[O:8]. (3) Given the reactants [Cl:1][C:2]1[C:7]([C:8]([F:11])([F:10])[F:9])=[CH:6][CH:5]=[CH:4][C:3]=1[C:12]([N:14]1[CH2:19][CH2:18][C:17]2[N:20]([C:23]3[CH:28]=[CH:27][CH:26]=[CH:25][N:24]=3)[CH:21]=[N:22][C:16]=2[CH:15]1[C:29](O)=[O:30])=[O:13].Cl.[CH3:33][NH:34][CH3:35].CN(C(ON1N=NC2C=CC=NC1=2)=[N+](C)C)C.F[P-](F)(F)(F)(F)F.CCN(C(C)C)C(C)C, predict the reaction product. The product is: [Cl:1][C:2]1[C:7]([C:8]([F:11])([F:9])[F:10])=[CH:6][CH:5]=[CH:4][C:3]=1[C:12]([N:14]1[CH2:19][CH2:18][C:17]2[N:20]([C:23]3[CH:28]=[CH:27][CH:26]=[CH:25][N:24]=3)[CH:21]=[N:22][C:16]=2[CH:15]1[C:29]([N:34]([CH3:35])[CH3:33])=[O:30])=[O:13].